This data is from Forward reaction prediction with 1.9M reactions from USPTO patents (1976-2016). The task is: Predict the product of the given reaction. (1) Given the reactants [NH:1]1[CH2:4][CH:3]([O:5][C:6]2[CH:13]=[CH:12][C:11]([C:14]3[N:19]=[C:18]([NH:20][C:21]4[CH:26]=[CH:25][C:24]([N:27]5[CH2:32][CH2:31][N:30]([CH:33]6[CH2:36][O:35][CH2:34]6)[CH2:29][CH2:28]5)=[CH:23][CH:22]=4)[N:17]=[CH:16][N:15]=3)=[CH:10][C:7]=2[C:8]#[N:9])[CH2:2]1.[C:37](O)(=[O:40])[CH2:38][OH:39].C(N(CC)C(C)C)(C)C, predict the reaction product. The product is: [OH:40][CH2:37][C:38]([N:1]1[CH2:2][CH:3]([O:5][C:6]2[CH:13]=[CH:12][C:11]([C:14]3[N:19]=[C:18]([NH:20][C:21]4[CH:22]=[CH:23][C:24]([N:27]5[CH2:32][CH2:31][N:30]([CH:33]6[CH2:36][O:35][CH2:34]6)[CH2:29][CH2:28]5)=[CH:25][CH:26]=4)[N:17]=[CH:16][N:15]=3)=[CH:10][C:7]=2[C:8]#[N:9])[CH2:4]1)=[O:39]. (2) Given the reactants [C:1]([CH2:3][C:4]([N:6]1[CH2:9][CH:8]([CH2:10][NH:11][C:12]2[N:17]3[CH:18]=[CH:19][N:20]=[C:16]3[C:15]([C:21]([NH2:23])=[O:22])=[C:14]([NH:24][C:25]3[CH:30]=[C:29]([O:31][CH3:32])[CH:28]=[C:27]([O:33][CH3:34])[CH:26]=3)[N:13]=2)[CH2:7]1)=[O:5])#[N:2].[CH:35]1([CH:38]=O)[CH2:37][CH2:36]1.N1CCCCC1, predict the reaction product. The product is: [C:1]([C:3](=[CH:38][CH:35]1[CH2:37][CH2:36]1)[C:4]([N:6]1[CH2:9][CH:8]([CH2:10][NH:11][C:12]2[N:17]3[CH:18]=[CH:19][N:20]=[C:16]3[C:15]([C:21]([NH2:23])=[O:22])=[C:14]([NH:24][C:25]3[CH:26]=[C:27]([O:33][CH3:34])[CH:28]=[C:29]([O:31][CH3:32])[CH:30]=3)[N:13]=2)[CH2:7]1)=[O:5])#[N:2]. (3) Given the reactants [CH3:1][C@@H:2]1[CH2:10][C:9]2[C:4](=[CH:5][CH:6]=[CH:7][CH:8]=2)[NH:3]1.[CH:11]1([N:18]=[C:19]=[O:20])[CH2:17][CH2:16][CH2:15][CH2:14][CH2:13][CH2:12]1, predict the reaction product. The product is: [CH:11]1([NH:18][C:19]([N:3]2[C:4]3[C:9](=[CH:8][CH:7]=[CH:6][CH:5]=3)[CH2:10][C@H:2]2[CH3:1])=[O:20])[CH2:17][CH2:16][CH2:15][CH2:14][CH2:13][CH2:12]1. (4) Given the reactants COC(=O)[C:4]1[CH:9]=[CH:8][CH:7]=[C:6]([NH:10][C:11](=[O:38])[CH2:12][N:13]2[N:19]=[C:18]([CH:20]3C[CH2:24][CH2:23][CH2:22][CH2:21]3)[C:17]3[CH:26]=[CH:27][CH:28]=[CH:29][C:16]=3[N:15]([CH2:30][C:31](=[O:36])[C:32]([CH3:35])([CH3:34])[CH3:33])[C:14]2=[O:37])[CH:5]=1.NC1C=C(N(C)[C:48]2[N:49]=[N:50][N:51]([CH2:53][O:54][C:55](=[O:60])[C:56]([CH3:59])([CH3:58])[CH3:57])[N:52]=2)C=CC=1, predict the reaction product. The product is: [CH:20]1([C:18]2[C:17]3[CH:16]=[CH:29][CH:28]=[CH:27][C:26]=3[N:15]([CH2:30][C:31](=[O:36])[C:32]([CH3:33])([CH3:35])[CH3:34])[C:14](=[O:37])[N:13]([CH2:12][C:11]([NH:10][C:6]3[CH:5]=[C:4]([C:48]4[N:49]=[N:50][N:51]([CH2:53][O:54][C:55](=[O:60])[C:56]([CH3:58])([CH3:57])[CH3:59])[N:52]=4)[CH:9]=[CH:8][CH:7]=3)=[O:38])[N:19]=2)[CH2:24][CH2:23][CH2:22][CH2:21]1. (5) Given the reactants [Cl:1][C:2]1[CH:3]=[N:4][C:5]2[N:6]([N:8]=[C:9]([C:11]([OH:13])=O)[CH:10]=2)[CH:7]=1.[Cl:14][C:15]1[S:24][C:18]2[CH:19]([CH3:23])[NH:20][CH2:21][CH2:22][C:17]=2[CH:16]=1, predict the reaction product. The product is: [Cl:14][C:15]1[S:24][C:18]2[CH:19]([CH3:23])[N:20]([C:11]([C:9]3[CH:10]=[C:5]4[N:4]=[CH:3][C:2]([Cl:1])=[CH:7][N:6]4[N:8]=3)=[O:13])[CH2:21][CH2:22][C:17]=2[CH:16]=1. (6) Given the reactants [CH3:1][C:2]1[CH:7]=[C:6]([C:8]2[CH:13]=[CH:12][C:11]([NH:14][C:15]([NH:17][C:18]3([C:28]4[CH:33]=[CH:32][CH:31]=[CH:30][CH:29]=4)[CH2:27][CH2:26][C:21]4(OCC[O:22]4)[CH2:20][CH2:19]3)=[O:16])=[CH:10][CH:9]=2)[CH:5]=[CH:4][N:3]=1.O.C1(C)C=CC(S(O)(=O)=O)=CC=1.C([O-])([O-])=O.[Na+].[Na+], predict the reaction product. The product is: [CH3:1][C:2]1[CH:7]=[C:6]([C:8]2[CH:9]=[CH:10][C:11]([NH:14][C:15]([NH:17][C:18]3([C:28]4[CH:33]=[CH:32][CH:31]=[CH:30][CH:29]=4)[CH2:27][CH2:26][C:21](=[O:22])[CH2:20][CH2:19]3)=[O:16])=[CH:12][CH:13]=2)[CH:5]=[CH:4][N:3]=1. (7) Given the reactants [CH2:1]([N:8]1[C:13](=[O:14])[C:12]2[N:15]([CH2:20][C:21]3[CH:26]=[CH:25][CH:24]=[CH:23][CH:22]=3)[CH:16]=[C:17]([C:18]#[N:19])[C:11]=2[NH:10][C:9]1=[O:27])[C:2]1[CH:7]=[CH:6][CH:5]=[CH:4][CH:3]=1.[C:28](=O)([O-])[O-].[K+].[K+].CI, predict the reaction product. The product is: [CH2:1]([N:8]1[C:13](=[O:14])[C:12]2[N:15]([CH2:20][C:21]3[CH:26]=[CH:25][CH:24]=[CH:23][CH:22]=3)[CH:16]=[C:17]([C:18]#[N:19])[C:11]=2[N:10]([CH3:28])[C:9]1=[O:27])[C:2]1[CH:7]=[CH:6][CH:5]=[CH:4][CH:3]=1.